Dataset: Reaction yield outcomes from USPTO patents with 853,638 reactions. Task: Predict the reaction yield, written as a fraction of the theoretical maximum amount of product (1.0 means a 100% yield; for example, 0.34 means a 34% yield). (1) The reactants are C[C:2]1([CH3:42])[C:28]2[C:23](=[C:24](P(C3C=CC=CC=3)C3C=CC=CC=3)[CH:25]=[CH:26][CH:27]=2)OC2C(P(C3C=CC=CC=3)C3C=CC=CC=3)=CC=C[C:3]1=2.[CH3:43][C:44]1([CH3:60])[C:48]([CH3:50])([CH3:49])[O:47][B:46]([B:46]2[O:47][C:48]([CH3:50])([CH3:49])[C:44]([CH3:60])([CH3:43])[O:45]2)[O:45]1.[CH3:61][C:62](C)([O-])C.[Na+].C(C1C=CC(C#C)=CC=1)C.IC. The catalyst is C1COCC1.CCOCC.[Cu]Cl. The product is [CH2:61]([C:25]1[CH:26]=[CH:27][C:28](/[C:2](/[CH3:42])=[CH:3]/[B:46]2[O:47][C:48]([CH3:50])([CH3:49])[C:44]([CH3:60])([CH3:43])[O:45]2)=[CH:23][CH:24]=1)[CH3:62]. The yield is 0.190. (2) The reactants are [C:1]([O:5][C:6]([N:8]1[CH2:13][CH2:12][CH2:11][C@@H:10]([N:14]2[C:18]3=[N:19][CH:20]=[N:21][C:22]([NH2:23])=[C:17]3[C:16](I)=[N:15]2)[CH2:9]1)=[O:7])([CH3:4])([CH3:3])[CH3:2].[Cl-].B([C:29]1[CH:34]=[CH:33][C:32]([NH3+:35])=[CH:31][CH:30]=1)(O)O.COCCOC.C(=O)([O-])[O-].[Na+].[Na+]. The catalyst is C1C=CC([P]([Pd]([P](C2C=CC=CC=2)(C2C=CC=CC=2)C2C=CC=CC=2)([P](C2C=CC=CC=2)(C2C=CC=CC=2)C2C=CC=CC=2)[P](C2C=CC=CC=2)(C2C=CC=CC=2)C2C=CC=CC=2)(C2C=CC=CC=2)C2C=CC=CC=2)=CC=1.O. The product is [NH2:23][C:22]1[N:21]=[CH:20][N:19]=[C:18]2[N:14]([C@@H:10]3[CH2:11][CH2:12][CH2:13][N:8]([C:6]([O:5][C:1]([CH3:4])([CH3:3])[CH3:2])=[O:7])[CH2:9]3)[N:15]=[C:16]([C:29]3[CH:34]=[CH:33][C:32]([NH2:35])=[CH:31][CH:30]=3)[C:17]=12. The yield is 0.810. (3) The reactants are [OH-].[Na+].C([O:11][CH:12]([C:14]1[S:15][C:16]([C:26]2[CH:31]=[CH:30][N:29]=[C:28]([NH:32][C:33](=[O:36])[CH2:34][CH3:35])[CH:27]=2)=[C:17]([C:19]2[CH:24]=[CH:23][CH:22]=[C:21]([CH3:25])[CH:20]=2)[N:18]=1)[CH3:13])(=O)C1C=CC=CC=1. The catalyst is CO.O1CCCC1. The product is [OH:11][CH:12]([C:14]1[S:15][C:16]([C:26]2[CH:31]=[CH:30][N:29]=[C:28]([NH:32][C:33](=[O:36])[CH2:34][CH3:35])[CH:27]=2)=[C:17]([C:19]2[CH:24]=[CH:23][CH:22]=[C:21]([CH3:25])[CH:20]=2)[N:18]=1)[CH3:13]. The yield is 0.890.